Task: Predict the reaction yield, written as a fraction of the theoretical maximum amount of product (1.0 means a 100% yield; for example, 0.34 means a 34% yield).. Dataset: Reaction yield outcomes from USPTO patents with 853,638 reactions (1) The reactants are Cl.Cl.[NH2:3][CH2:4][C@@:5]1([OH:13])[CH:10]2[CH2:11][CH2:12][N:7]([CH2:8][CH2:9]2)[CH2:6]1.C([O-])([O-])=O.[Cs+].[Cs+].ClC1[CH:26]=[CH:25][C:24]([C:27]2[CH:32]=[C:31]([N:33]=[C:34]=S)[N:30]=[CH:29][N:28]=2)=[CH:23][CH:22]=1.C([N:39]=C=NC(C)C)(C)C. The catalyst is CN(C)C=O. The product is [N:39]1[CH:26]=[CH:25][C:24]([C:27]2[N:28]=[CH:29][N:30]=[C:31]([NH:33][C:34]3[O:13][C@:5]4([CH2:4][N:3]=3)[CH:10]3[CH2:9][CH2:8][N:7]([CH2:12][CH2:11]3)[CH2:6]4)[CH:32]=2)=[CH:23][CH:22]=1. The yield is 0.210. (2) The reactants are C[Si]([N-][Si](C)(C)C)(C)C.[Li+].[CH2:11]=[C:12]1[CH2:18][CH:17]([S:19]([C:22]2[CH:27]=[CH:26][CH:25]=[CH:24][CH:23]=2)(=[O:21])=[O:20])[C:16]2[CH:28]=[C:29]([C:32]([O:34][CH3:35])=[O:33])[CH:30]=[CH:31][C:15]=2[O:14][CH2:13]1.[CH2:36](Br)[CH3:37].Cl. The catalyst is O1CCCC1.ClCCl.O. The product is [CH2:36]([C:17]1([S:19]([C:22]2[CH:27]=[CH:26][CH:25]=[CH:24][CH:23]=2)(=[O:21])=[O:20])[C:16]2[CH:28]=[C:29]([C:32]([O:34][CH3:35])=[O:33])[CH:30]=[CH:31][C:15]=2[O:14][CH2:13][C:12](=[CH2:11])[CH2:18]1)[CH3:37]. The yield is 0.580. (3) The yield is 0.360. The product is [C:20]([C:19]1[CH:22]=[CH:23][C:16]([N:10]2[C:11](=[O:15])[C:12]([CH3:14])([CH3:13])[N:8]([C:5]3[CH:4]=[CH:3][C:2]([NH:1][S:30]([CH3:29])(=[O:32])=[O:31])=[CH:7][CH:6]=3)[C:9]2=[S:28])=[CH:17][C:18]=1[C:24]([F:26])([F:27])[F:25])#[N:21]. The reactants are [NH2:1][C:2]1[CH:7]=[CH:6][C:5]([N:8]2[C:12]([CH3:14])([CH3:13])[C:11](=[O:15])[N:10]([C:16]3[CH:23]=[CH:22][C:19]([C:20]#[N:21])=[C:18]([C:24]([F:27])([F:26])[F:25])[CH:17]=3)[C:9]2=[S:28])=[CH:4][CH:3]=1.[CH3:29][S:30](Cl)(=[O:32])=[O:31].N1C=CC=CC=1. The catalyst is ClCCl. (4) The reactants are [F:1][C:2]1[CH:7]=[CH:6][C:5]([S:8]([N:11]2[C:15]([C:16]3[CH:21]=[CH:20][CH:19]=[CH:18][CH:17]=3)=[C:14]([CH3:22])[C:13]([C:23](OC)=[O:24])=[CH:12]2)(=[O:10])=[O:9])=[CH:4][CH:3]=1.[H-].C([Al+]CC(C)C)C(C)C.Cl. The catalyst is O1CCCC1.C1(C)C=CC=CC=1. The product is [F:1][C:2]1[CH:3]=[CH:4][C:5]([S:8]([N:11]2[C:15]([C:16]3[CH:21]=[CH:20][CH:19]=[CH:18][CH:17]=3)=[C:14]([CH3:22])[C:13]([CH:23]=[O:24])=[CH:12]2)(=[O:9])=[O:10])=[CH:6][CH:7]=1. The yield is 0.530.